The task is: Predict the reaction yield, written as a fraction of the theoretical maximum amount of product (1.0 means a 100% yield; for example, 0.34 means a 34% yield).. This data is from Reaction yield outcomes from USPTO patents with 853,638 reactions. (1) The reactants are C[O:2][C:3](=[O:25])[C:4]1[CH:9]=[C:8]([C:10]2[CH:15]=[CH:14][C:13]([Cl:16])=[CH:12][CH:11]=2)[C:7]([O:17][CH2:18][C:19]2[N:20]([CH3:24])[CH:21]=[CH:22][N:23]=2)=[N:6][CH:5]=1.O.[OH-].[Li+].C(O)(=O)CC(CC(O)=O)(C(O)=O)O. The catalyst is O1CCCC1. The product is [Cl:16][C:13]1[CH:14]=[CH:15][C:10]([C:8]2[C:7]([O:17][CH2:18][C:19]3[N:20]([CH3:24])[CH:21]=[CH:22][N:23]=3)=[N:6][CH:5]=[C:4]([CH:9]=2)[C:3]([OH:25])=[O:2])=[CH:11][CH:12]=1. The yield is 1.00. (2) The reactants are [CH2:1]([O:8][C:9]1[CH:10]=[C:11]([S:22][CH2:23][CH2:24]C(OC)=O)[CH:12]=[N:13][C:14]=1[NH:15][C:16]1[S:17][CH:18]=[C:19]([CH3:21])[N:20]=1)[C:2]1[CH:7]=[CH:6][CH:5]=[CH:4][CH:3]=1.CC([O-])(C)C.[K+].[Cl:35][CH2:36][C:37]1C=C[CH:40]=[C:39]([O:43][CH3:44])[CH:38]=1.Cl. No catalyst specified. The product is [ClH:35].[CH3:44][O:43][C:39]1[CH:40]=[C:24]([CH:36]=[CH:37][CH:38]=1)[CH2:23][S:22][C:11]1[CH:10]=[C:9]([O:8][CH2:1][C:2]2[CH:7]=[CH:6][CH:5]=[CH:4][CH:3]=2)[C:14]([NH:15][C:16]2[S:17][CH:18]=[C:19]([CH3:21])[N:20]=2)=[N:13][CH:12]=1. The yield is 0.754. (3) The yield is 0.540. The product is [CH3:15][O:16][C:17]1[CH:22]=[C:21]([O:23][CH3:24])[CH:20]=[CH:19][C:18]=1[N:25]1[CH2:26][CH2:27][N:28]([C:2]2[C:3]([CH3:14])=[C:4]([CH3:13])[C:5]3[O:9][CH:8]([CH3:10])[CH2:7][C:6]=3[C:11]=2[CH3:12])[CH2:29][CH2:30]1. The reactants are Br[C:2]1[C:3]([CH3:14])=[C:4]([CH3:13])[C:5]2[O:9][CH:8]([CH3:10])[CH2:7][C:6]=2[C:11]=1[CH3:12].[CH3:15][O:16][C:17]1[CH:22]=[C:21]([O:23][CH3:24])[CH:20]=[CH:19][C:18]=1[N:25]1[CH2:30][CH2:29][NH:28][CH2:27][CH2:26]1. No catalyst specified. (4) The yield is 0.622. The reactants are [C:1]([C:3]1[C:4](I)=[C:5]([C:14]([OH:16])=[O:15])[S:6][C:7]=1[N:8]1[CH2:13][CH2:12][O:11][CH2:10][CH2:9]1)#[N:2].O1CCCC1.C1([Li])C=CC=CC=1.[Cl:30][C:31]1[CH:36]=[CH:35][C:34](/[CH:37]=[N:38]/[S:39]([C:41]([CH3:44])([CH3:43])[CH3:42])=[O:40])=[CH:33][CH:32]=1.CO.C(O)(=O)C. The product is [C:41]([S:39]([NH:38][CH:37]([C:34]1[CH:33]=[CH:32][C:31]([Cl:30])=[CH:36][CH:35]=1)[C:4]1[C:3]([C:1]#[N:2])=[C:7]([N:8]2[CH2:13][CH2:12][O:11][CH2:10][CH2:9]2)[S:6][C:5]=1[C:14]([OH:16])=[O:15])=[O:40])([CH3:44])([CH3:42])[CH3:43]. No catalyst specified. (5) The reactants are [OH-].[Na+].C([O:5][C:6]([C:8]1[CH:12]=[C:11]([CH2:13][CH2:14][C:15]2[CH:20]=[CH:19][C:18]([Cl:21])=[CH:17][CH:16]=2)[NH:10][N:9]=1)=[O:7])C. The catalyst is CO. The product is [Cl:21][C:18]1[CH:19]=[CH:20][C:15]([CH2:14][CH2:13][C:11]2[NH:10][N:9]=[C:8]([C:6]([OH:7])=[O:5])[CH:12]=2)=[CH:16][CH:17]=1. The yield is 0.922. (6) The reactants are [Cl:1][C:2]1[CH:3]=[C:4]([CH:9]([C:28]([F:31])([F:30])[F:29])/[CH:10]=[CH:11]/[C:12]2[CH:13]=[CH:14][C:15]([N:23]3[CH:27]=[N:26][CH:25]=[N:24]3)=[C:16]([CH:22]=2)[C:17]([O:19]CC)=[O:18])[CH:5]=[C:6]([Cl:8])[CH:7]=1. The product is [Cl:8][C:6]1[CH:5]=[C:4]([CH:9]([C:28]([F:29])([F:31])[F:30])/[CH:10]=[CH:11]/[C:12]2[CH:13]=[CH:14][C:15]([N:23]3[CH:27]=[N:26][CH:25]=[N:24]3)=[C:16]([CH:22]=2)[C:17]([OH:19])=[O:18])[CH:3]=[C:2]([Cl:1])[CH:7]=1. The yield is 0.600. The catalyst is Cl. (7) The reactants are [Cl:1][C:2]1[S:33][C:5]2[NH:6][C:7]([C:9]([NH:11][C@@H:12]3[CH2:20][C:19]4[C:14](=[CH:15][CH:16]=[CH:17][CH:18]=4)[C@H:13]3[CH2:21][CH:22](C(OCC)=O)[C:23]([O:25][CH2:26][CH3:27])=[O:24])=[O:10])=[CH:8][C:4]=2[CH:3]=1.[Cl-].[Na+]. The catalyst is CS(C)=O.O. The product is [Cl:1][C:2]1[S:33][C:5]2[NH:6][C:7]([C:9]([NH:11][C@@H:12]3[CH2:20][C:19]4[C:14](=[CH:15][CH:16]=[CH:17][CH:18]=4)[C@H:13]3[CH2:21][CH2:22][C:23]([O:25][CH2:26][CH3:27])=[O:24])=[O:10])=[CH:8][C:4]=2[CH:3]=1. The yield is 0.350. (8) The reactants are [F:1][C:2]([F:20])([F:19])[C:3]1[CH:4]=[C:5]([C:9]2[CH:17]=[CH:16][CH:15]=[C:14]3[C:10]=2[CH2:11][C:12](=[O:18])[NH:13]3)[CH:6]=[CH:7][CH:8]=1.[N:21]1([CH2:26][CH2:27][NH:28][C:29]([C:31]2[C:35]([CH3:36])=[C:34]([CH:37]=O)[NH:33][C:32]=2[CH3:39])=[O:30])[CH2:25][CH2:24][CH2:23][CH2:22]1. The catalyst is C(O)C.N1CCCCC1. The product is [N:21]1([CH2:26][CH2:27][NH:28][C:29]([C:31]2[C:35]([CH3:36])=[C:34]([CH:37]=[C:11]3[C:10]4[C:14](=[CH:15][CH:16]=[CH:17][C:9]=4[C:5]4[CH:6]=[CH:7][CH:8]=[C:3]([C:2]([F:1])([F:19])[F:20])[CH:4]=4)[NH:13][C:12]3=[O:18])[NH:33][C:32]=2[CH3:39])=[O:30])[CH2:25][CH2:24][CH2:23][CH2:22]1. The yield is 0.530. (9) The product is [CH3:66][N:65]([CH3:70])[C:51]1[N:52]=[C:53]([C:55]2[N:59]3[CH:60]=[C:61]([F:64])[CH:62]=[CH:63][C:58]3=[N:57][CH:56]=2)[N:54]=[C:49]([NH:48][C@@H:44]2[CH2:45][CH2:46][CH2:47][N:42]([C:40]([O:39][C:35]([CH3:37])([CH3:36])[CH3:38])=[O:41])[CH2:43]2)[CH:50]=1. The catalyst is CO.CN(C=O)C. The yield is 0.490. The reactants are ClC1N=C(C2N3C=C(F)C=CC3=NC=2)N=C(N[C@@H]2CCCN(C(OC(C)(C)C)=O)C2)C=1.CNC.[C:35]([O:39][C:40]([N:42]1[CH2:47][CH2:46][CH2:45][C@@H:44]([NH:48][C:49]2[N:54]=[C:53]([C:55]3[N:59]4[CH:60]=[C:61]([F:64])[CH:62]=[CH:63][C:58]4=[N:57][CH:56]=3)[N:52]=[C:51]([N:65]3[CH2:70]CN(C(OCC4C=CC=CC=4)=O)C[CH2:66]3)[CH:50]=2)[CH2:43]1)=[O:41])([CH3:38])([CH3:37])[CH3:36].